Dataset: Reaction yield outcomes from USPTO patents with 853,638 reactions. Task: Predict the reaction yield, written as a fraction of the theoretical maximum amount of product (1.0 means a 100% yield; for example, 0.34 means a 34% yield). (1) The reactants are [CH2:1]([C:5]1[CH:6]=[CH:7][C:8]([C:11]([OH:13])=O)=[N:9][CH:10]=1)[CH2:2][CH2:3][CH3:4].ClC(OC(C)C)=O.Cl.[CH3:22][S:23]([C:26]1[CH:31]=[CH:30][C:29]([N:32]2[C:36]3=[N:37][CH:38]=[N:39][C:40]([O:41][CH:42]4[CH2:47][CH2:46][NH:45][CH2:44][CH2:43]4)=[C:35]3[CH:34]=[N:33]2)=[CH:28][CH:27]=1)(=[O:25])=[O:24].C(N(CC)CC)C. The catalyst is CN(C=O)C. The product is [CH2:1]([C:5]1[CH:6]=[CH:7][C:8]([C:11]([N:45]2[CH2:46][CH2:47][CH:42]([O:41][C:40]3[N:39]=[CH:38][N:37]=[C:36]4[N:32]([C:29]5[CH:28]=[CH:27][C:26]([S:23]([CH3:22])(=[O:24])=[O:25])=[CH:31][CH:30]=5)[N:33]=[CH:34][C:35]=34)[CH2:43][CH2:44]2)=[O:13])=[N:9][CH:10]=1)[CH2:2][CH2:3][CH3:4]. The yield is 0.130. (2) The catalyst is ClCCl. The product is [CH:8]1([CH:14]([NH:22][C:23]([C:25]2[CH:30]=[CH:29][C:28]([S:31]([CH3:34])(=[O:33])=[O:32])=[CH:27][C:26]=2[NH:35][C:36]([NH:38][C:39]2[C:44]([CH3:45])=[CH:43][C:42]([CH3:46])=[CH:41][C:40]=2[CH3:47])=[O:37])=[O:24])[C:15]([OH:17])=[O:16])[CH2:13][CH2:12][CH2:11][CH2:10][CH2:9]1. The yield is 0.480. The reactants are FC(F)(F)C(O)=O.[CH:8]1([C@H:14]([NH:22][C:23]([C:25]2[CH:30]=[CH:29][C:28]([S:31]([CH3:34])(=[O:33])=[O:32])=[CH:27][C:26]=2[NH:35][C:36]([NH:38][C:39]2[C:44]([CH3:45])=[CH:43][C:42]([CH3:46])=[CH:41][C:40]=2[CH3:47])=[O:37])=[O:24])[C:15]([O:17]C(C)(C)C)=[O:16])[CH2:13][CH2:12][CH2:11][CH2:10][CH2:9]1. (3) The reactants are [N:1]([CH2:4][CH2:5][O:6][CH2:7][CH2:8][O:9][CH2:10][CH2:11][O:12][CH2:13][CH2:14][O:15][CH2:16][CH2:17][O:18][CH2:19][CH2:20][O:21][CH2:22][CH2:23][O:24][CH2:25][CH2:26][O:27][CH2:28][CH2:29][O:30][CH2:31][CH2:32][O:33][CH2:34][CH2:35][O:36][CH2:37][CH2:38][NH:39][C:40](=[O:77])[CH2:41][CH2:42][C@@H:43]([C:70]([O:72]C(C)(C)C)=[O:71])[NH:44][C:45](=[O:69])[CH2:46][CH2:47][CH2:48][CH2:49][CH2:50][CH2:51][CH2:52][CH2:53][CH2:54][CH2:55][CH2:56][CH2:57][CH2:58][CH2:59][CH2:60][CH2:61][C:62]([O:64]C(C)(C)C)=[O:63])=[N+:2]=[N-:3].C(O)(C(F)(F)F)=O. The catalyst is C(Cl)Cl. The product is [N:1]([CH2:4][CH2:5][O:6][CH2:7][CH2:8][O:9][CH2:10][CH2:11][O:12][CH2:13][CH2:14][O:15][CH2:16][CH2:17][O:18][CH2:19][CH2:20][O:21][CH2:22][CH2:23][O:24][CH2:25][CH2:26][O:27][CH2:28][CH2:29][O:30][CH2:31][CH2:32][O:33][CH2:34][CH2:35][O:36][CH2:37][CH2:38][NH:39][C:40](=[O:77])[CH2:41][CH2:42][C@@H:43]([C:70]([OH:72])=[O:71])[NH:44][C:45](=[O:69])[CH2:46][CH2:47][CH2:48][CH2:49][CH2:50][CH2:51][CH2:52][CH2:53][CH2:54][CH2:55][CH2:56][CH2:57][CH2:58][CH2:59][CH2:60][CH2:61][C:62]([OH:64])=[O:63])=[N+:2]=[N-:3]. The yield is 0.493. (4) The reactants are [CH2:1]([O:8][N:9]1[C:15](=[O:16])[N:14]2[CH2:17][CH:10]1[CH2:11][CH2:12][CH:13]2[C:18]([O:20][C:21]([CH3:24])([CH3:23])[CH3:22])=[O:19])[C:2]1[CH:7]=[CH:6][CH:5]=[CH:4][CH:3]=1. The catalyst is CO.C(#N)C. The product is [CH2:1]([O:8][N:9]1[C:15](=[O:16])[N:14]2[CH2:17][C@@H:10]1[CH2:11][CH2:12][C@@H:13]2[C:18]([O:20][C:21]([CH3:24])([CH3:23])[CH3:22])=[O:19])[C:2]1[CH:3]=[CH:4][CH:5]=[CH:6][CH:7]=1. The yield is 0.460. (5) The catalyst is C1COCC1. The yield is 0.600. The reactants are [C:1](#[N:5])[CH2:2][C:3]#[N:4].CN(P(N(C)C)(N(C)C)=O)C.[H-].[Na+].I[CH2:20][C@H:21]([NH:26][C:27]([C:40]1[CH:45]=[CH:44][CH:43]=[CH:42][CH:41]=1)([C:34]1[CH:39]=[CH:38][CH:37]=[CH:36][CH:35]=1)[C:28]1[CH:33]=[CH:32][CH:31]=[CH:30][CH:29]=1)[C:22]([O:24][CH3:25])=[O:23]. The product is [C:3]([CH:2]([C:1]#[N:5])[CH2:20][C@H:21]([NH:26][C:27]([C:40]1[CH:45]=[CH:44][CH:43]=[CH:42][CH:41]=1)([C:34]1[CH:35]=[CH:36][CH:37]=[CH:38][CH:39]=1)[C:28]1[CH:33]=[CH:32][CH:31]=[CH:30][CH:29]=1)[C:22]([O:24][CH3:25])=[O:23])#[N:4].